Dataset: Forward reaction prediction with 1.9M reactions from USPTO patents (1976-2016). Task: Predict the product of the given reaction. (1) Given the reactants C([O:3][C:4](=[O:14])[C:5]([N:8]1[CH:12]=[C:11](I)[CH:10]=[N:9]1)([CH3:7])[CH3:6])C.B1(B2OC(C)(C)C(C)(C)O2)OC(C)(C)C(C)(C)O1.C([O-])(=O)C.[K+].Br[C:39]1[CH:40]=[N:41][C:42]2[C:47]([CH:48]=1)=[CH:46][C:45]([S:49][C:50]1[N:54]3[N:55]=[C:56]([CH3:59])[CH:57]=[CH:58][C:53]3=[N:52][N:51]=1)=[CH:44][CH:43]=2.C(=O)([O-])[O-].[K+].[K+].S([O-])([O-])(=O)=O.[Na+].[Na+], predict the reaction product. The product is: [CH3:7][C:5]([N:8]1[CH:12]=[C:11]([C:39]2[CH:40]=[N:41][C:42]3[C:47]([CH:48]=2)=[CH:46][C:45]([S:49][C:50]2[N:54]4[N:55]=[C:56]([CH3:59])[CH:57]=[CH:58][C:53]4=[N:52][N:51]=2)=[CH:44][CH:43]=3)[CH:10]=[N:9]1)([CH3:6])[C:4]([OH:3])=[O:14]. (2) Given the reactants [CH3:1][C:2]([CH3:17])([CH3:16])[CH2:3][S:4]([CH2:7][C:8]1[CH:15]=[CH:14][C:11]([C:12]#[N:13])=[CH:10][CH:9]=1)(=[O:6])=[O:5].[BH4-].[Na+], predict the reaction product. The product is: [CH3:1][C:2]([CH3:17])([CH3:16])[CH2:3][S:4]([CH2:7][C:8]1[CH:9]=[CH:10][C:11]([CH2:12][NH2:13])=[CH:14][CH:15]=1)(=[O:6])=[O:5]. (3) Given the reactants C(OC([N:8](C(OC(C)(C)C)=O)[C:9]1[C:17]2[C:12](=[CH:13][CH:14]=[CH:15][C:16]=2[O:18][C:19]2[CH:24]=[C:23]([N:25]3[CH2:30][CH2:29][N:28]([CH2:31][C:32]4[CH2:37][CH2:36][C:35]([CH3:39])([CH3:38])[CH2:34][C:33]=4[C:40]4[CH:45]=[CH:44][C:43]([Cl:46])=[CH:42][CH:41]=4)[CH2:27][CH2:26]3)[CH:22]=[CH:21][C:20]=2[C:47](=[O:70])[NH:48][S:49]([C:52]2[CH:57]=[CH:56][C:55]([NH:58][CH2:59][C:60]3([F:66])[CH2:65][CH2:64][O:63][CH2:62][CH2:61]3)=[C:54]([N+:67]([O-:69])=[O:68])[CH:53]=2)(=[O:51])=[O:50])[N:11](C(OC(C)(C)C)=O)[N:10]=1)=O)(C)(C)C, predict the reaction product. The product is: [NH2:8][C:9]1[C:17]2[C:12](=[CH:13][CH:14]=[CH:15][C:16]=2[O:18][C:19]2[CH:24]=[C:23]([N:25]3[CH2:30][CH2:29][N:28]([CH2:31][C:32]4[CH2:37][CH2:36][C:35]([CH3:39])([CH3:38])[CH2:34][C:33]=4[C:40]4[CH:41]=[CH:42][C:43]([Cl:46])=[CH:44][CH:45]=4)[CH2:27][CH2:26]3)[CH:22]=[CH:21][C:20]=2[C:47]([NH:48][S:49]([C:52]2[CH:57]=[CH:56][C:55]([NH:58][CH2:59][C:60]3([F:66])[CH2:65][CH2:64][O:63][CH2:62][CH2:61]3)=[C:54]([N+:67]([O-:69])=[O:68])[CH:53]=2)(=[O:51])=[O:50])=[O:70])[NH:11][N:10]=1. (4) Given the reactants [CH2:1]([O:8][C:9]1[CH:10]=[C:11]([C:20](=[O:26])[CH:21](OCC)O)[C:12]2[O:17][CH2:16][C:15](=[O:18])[NH:14][C:13]=2[CH:19]=1)[C:2]1[CH:7]=[CH:6][CH:5]=[CH:4][CH:3]=1.[NH2:27][C:28]([CH3:48])([CH3:47])[CH2:29][CH2:30][N:31]1[C:36]2[CH:37]=[C:38]([F:41])[CH:39]=[CH:40][C:35]=2[C:34]([CH2:44][CH3:45])([CH2:42][CH3:43])[O:33][C:32]1=[O:46].[BH4-].[Li+], predict the reaction product. The product is: [CH2:1]([O:8][C:9]1[CH:10]=[C:11]([CH:20]([OH:26])[CH2:21][NH:27][C:28]([CH3:48])([CH3:47])[CH2:29][CH2:30][N:31]2[C:36]3[CH:37]=[C:38]([F:41])[CH:39]=[CH:40][C:35]=3[C:34]([CH2:44][CH3:45])([CH2:42][CH3:43])[O:33][C:32]2=[O:46])[C:12]2[O:17][CH2:16][C:15](=[O:18])[NH:14][C:13]=2[CH:19]=1)[C:2]1[CH:3]=[CH:4][CH:5]=[CH:6][CH:7]=1. (5) Given the reactants [C:1]([C:5]1[CH:10]=[CH:9][C:8]([OH:11])=[C:7]([N+:12]([O-:14])=[O:13])[CH:6]=1)([CH3:4])([CH3:3])[CH3:2].[NH:15]1[CH2:20][CH2:19][O:18][CH2:17][CH2:16]1.[CH2:21]=O, predict the reaction product. The product is: [C:1]([C:5]1[CH:6]=[C:7]([N+:12]([O-:14])=[O:13])[C:8]([OH:11])=[C:9]([CH2:21][N:15]2[CH2:20][CH2:19][O:18][CH2:17][CH2:16]2)[CH:10]=1)([CH3:4])([CH3:2])[CH3:3]. (6) Given the reactants [NH2:1][C:2]1[CH:7]=[CH:6][C:5]([C:8]([OH:17])([C:13]([F:16])([F:15])[F:14])[C:9]([F:12])([F:11])[F:10])=[CH:4][CH:3]=1.[C:18]([O:22][C:23]([N:25]1[CH2:29][CH2:28][CH2:27][CH:26]1[CH2:30]O)=[O:24])([CH3:21])([CH3:20])[CH3:19].C1C=CC(P(C2C=CC=CC=2)C2C=CC=CC=2)=CC=1.CCOC(/N=N/C(OCC)=O)=O, predict the reaction product. The product is: [C:18]([O:22][C:23]([N:25]1[CH2:29][CH2:28][CH2:27][CH:26]1[CH2:30][O:17][C:8]([C:5]1[CH:4]=[CH:3][C:2]([NH2:1])=[CH:7][CH:6]=1)([C:9]([F:10])([F:11])[F:12])[C:13]([F:14])([F:15])[F:16])=[O:24])([CH3:21])([CH3:19])[CH3:20].